The task is: Binary Classification. Given a T-cell receptor sequence (or CDR3 region) and an epitope sequence, predict whether binding occurs between them.. This data is from TCR-epitope binding with 47,182 pairs between 192 epitopes and 23,139 TCRs. (1) The epitope is YIFFASFYY. The TCR CDR3 sequence is CASSFRTGRNQPQHF. Result: 1 (the TCR binds to the epitope). (2) The epitope is NLSALGIFST. The TCR CDR3 sequence is CASSLGTGTEAFF. Result: 1 (the TCR binds to the epitope). (3) The epitope is FVDGVPFVV. The TCR CDR3 sequence is CASSQEVNRESEQYF. Result: 1 (the TCR binds to the epitope). (4) The epitope is TFYLTNDVSFL. The TCR CDR3 sequence is CASSLEVGGRFRTGELFF. Result: 1 (the TCR binds to the epitope). (5) The epitope is SQASSRSSSR. The TCR CDR3 sequence is CASSPFGGTEAFF. Result: 0 (the TCR does not bind to the epitope). (6) The epitope is FLASKIGRLV. The TCR CDR3 sequence is CASSHIAGQETQYF. Result: 1 (the TCR binds to the epitope). (7) The TCR CDR3 sequence is CASSLAETSADGYTF. The epitope is DRFYKTLRAEQASQEV. Result: 0 (the TCR does not bind to the epitope). (8) The epitope is FLPRVFSAV. The TCR CDR3 sequence is CASSLMNTGELFF. Result: 1 (the TCR binds to the epitope). (9) The epitope is IVTDFSVIK. The TCR CDR3 sequence is CASSPSRDREFLYIQYF. Result: 1 (the TCR binds to the epitope).